Dataset: Forward reaction prediction with 1.9M reactions from USPTO patents (1976-2016). Task: Predict the product of the given reaction. Given the reactants [C:1]1(=[N:7]O)[CH2:6][CH2:5][CH2:4][CH2:3][CH2:2]1.S(=O)(=O)(O)[OH:10].N.S([O-])([O-])(=O)=O.[NH4+].[NH4+], predict the reaction product. The product is: [CH:1]1[CH:6]=[CH:5][CH:4]=[CH:3][CH:2]=1.[C:1]1(=[O:10])[NH:7][CH2:2][CH2:3][CH2:4][CH2:5][CH2:6]1.